Dataset: NCI-60 drug combinations with 297,098 pairs across 59 cell lines. Task: Regression. Given two drug SMILES strings and cell line genomic features, predict the synergy score measuring deviation from expected non-interaction effect. (1) Drug 1: C1CC(C1)(C(=O)O)C(=O)O.[NH2-].[NH2-].[Pt+2]. Drug 2: C1=NC(=NC(=O)N1C2C(C(C(O2)CO)O)O)N. Cell line: PC-3. Synergy scores: CSS=7.75, Synergy_ZIP=-1.88, Synergy_Bliss=3.58, Synergy_Loewe=-1.21, Synergy_HSA=1.82. (2) Drug 1: CN(C)C1=NC(=NC(=N1)N(C)C)N(C)C. Drug 2: C#CCC(CC1=CN=C2C(=N1)C(=NC(=N2)N)N)C3=CC=C(C=C3)C(=O)NC(CCC(=O)O)C(=O)O. Cell line: NCI/ADR-RES. Synergy scores: CSS=-1.97, Synergy_ZIP=0.433, Synergy_Bliss=-2.24, Synergy_Loewe=-3.30, Synergy_HSA=-3.95. (3) Drug 1: CCCCCOC(=O)NC1=NC(=O)N(C=C1F)C2C(C(C(O2)C)O)O. Drug 2: CC1CCC2CC(C(=CC=CC=CC(CC(C(=O)C(C(C(=CC(C(=O)CC(OC(=O)C3CCCCN3C(=O)C(=O)C1(O2)O)C(C)CC4CCC(C(C4)OC)O)C)C)O)OC)C)C)C)OC. Cell line: T-47D. Synergy scores: CSS=0.0440, Synergy_ZIP=2.09, Synergy_Bliss=1.87, Synergy_Loewe=1.07, Synergy_HSA=-0.832. (4) Drug 1: CCC1=CC2CC(C3=C(CN(C2)C1)C4=CC=CC=C4N3)(C5=C(C=C6C(=C5)C78CCN9C7C(C=CC9)(C(C(C8N6C)(C(=O)OC)O)OC(=O)C)CC)OC)C(=O)OC.C(C(C(=O)O)O)(C(=O)O)O. Drug 2: CCC1(CC2CC(C3=C(CCN(C2)C1)C4=CC=CC=C4N3)(C5=C(C=C6C(=C5)C78CCN9C7C(C=CC9)(C(C(C8N6C=O)(C(=O)OC)O)OC(=O)C)CC)OC)C(=O)OC)O.OS(=O)(=O)O. Cell line: M14. Synergy scores: CSS=12.0, Synergy_ZIP=-0.429, Synergy_Bliss=-0.642, Synergy_Loewe=-1.24, Synergy_HSA=-1.19. (5) Drug 1: C1=NC2=C(N=C(N=C2N1C3C(C(C(O3)CO)O)O)F)N. Drug 2: N.N.Cl[Pt+2]Cl. Cell line: SK-MEL-5. Synergy scores: CSS=58.9, Synergy_ZIP=-4.30, Synergy_Bliss=-3.40, Synergy_Loewe=0.150, Synergy_HSA=1.73.